Dataset: KCNQ2 potassium channel screen with 302,405 compounds. Task: Binary Classification. Given a drug SMILES string, predict its activity (active/inactive) in a high-throughput screening assay against a specified biological target. The result is 0 (inactive). The drug is O(CCCNC(=O)NC(CC(C)C)C(O)=O)CCCC.